From a dataset of Forward reaction prediction with 1.9M reactions from USPTO patents (1976-2016). Predict the product of the given reaction. (1) Given the reactants I([O-])(=O)(=O)=[O:2].[Na+].[Br:7][C:8]1[CH:20]=[CH:19][C:11](/[CH:12]=C/N2CCCC2)=[C:10]([N+:21]([O-:23])=[O:22])[CH:9]=1, predict the reaction product. The product is: [Br:7][C:8]1[CH:20]=[CH:19][C:11]([CH:12]=[O:2])=[C:10]([N+:21]([O-:23])=[O:22])[CH:9]=1. (2) The product is: [IH:34].[NH2:10][CH2:11][CH:12]1[CH2:17][CH2:16][CH2:15][CH:14]([N:18]2[C:27]3[C:22](=[CH:23][N:24]=[CH:25][CH:26]=3)[C:21]3=[N:28][O:29][C:30]([CH3:31])=[C:20]3[C:19]2=[O:32])[CH2:13]1. Given the reactants C(OC(=O)[NH:10][CH2:11][CH:12]1[CH2:17][CH2:16][CH2:15][CH:14]([N:18]2[C:27]3[C:22](=[CH:23][N:24]=[CH:25][CH:26]=3)[C:21]3=[N:28][O:29][C:30]([CH3:31])=[C:20]3[C:19]2=[O:32])[CH2:13]1)C1C=CC=CC=1.[I:34][Si](C)(C)C, predict the reaction product. (3) Given the reactants [CH2:1]([O:3][C:4](=[O:18])[C:5]1[CH:10]=[C:9]([CH2:11][C:12]2[CH:17]=[CH:16][CH:15]=[CH:14][CH:13]=2)[CH:8]=[N:7][CH:6]=1)[CH3:2], predict the reaction product. The product is: [CH:12]1([CH2:11][CH:9]2[CH2:8][NH:7][CH2:6][CH:5]([C:4]([O:3][CH2:1][CH3:2])=[O:18])[CH2:10]2)[CH2:13][CH2:14][CH2:15][CH2:16][CH2:17]1. (4) Given the reactants Br[C:2]1[CH:9]=[CH:8][C:5]([CH:6]=[O:7])=[CH:4][CH:3]=1.[C:10]([O:14][CH3:15])(=[O:13])[CH:11]=[CH2:12].C1(C)C=CC=CC=1P(C1C=CC=CC=1C)C1C=CC=CC=1C.C(N(CC)CC)C, predict the reaction product. The product is: [CH:6]([C:5]1[CH:8]=[CH:9][C:2](/[CH:12]=[CH:11]/[C:10]([O:14][CH3:15])=[O:13])=[CH:3][CH:4]=1)=[O:7]. (5) Given the reactants [CH3:1][C:2]1[CH:7]=[CH:6][C:5]([OH:8])=[CH:4][CH:3]=1.C([O:11][C:12](=O)[CH2:13][C:14](=O)[CH2:15][Cl:16])C.S(=O)(=O)(O)O, predict the reaction product. The product is: [Cl:16][CH2:15][C:14]1[C:6]2[C:5](=[CH:4][CH:3]=[C:2]([CH3:1])[CH:7]=2)[O:8][C:12](=[O:11])[CH:13]=1. (6) Given the reactants [F:1][C:2]1[CH:22]=[CH:21][CH:20]=[CH:19][C:3]=1[CH2:4][O:5][C:6]1[C:7]([N+:16]([O-])=O)=[N:8][CH:9]=[C:10]([CH:15]=1)[C:11]([O:13][CH3:14])=[O:12].C(O)C.O.[Cl-].[NH4+], predict the reaction product. The product is: [NH2:16][C:7]1[C:6]([O:5][CH2:4][C:3]2[CH:19]=[CH:20][CH:21]=[CH:22][C:2]=2[F:1])=[CH:15][C:10]([C:11]([O:13][CH3:14])=[O:12])=[CH:9][N:8]=1. (7) Given the reactants [F:1][C:2]1[CH:7]=[CH:6][C:5]([C:8]2[C:12]([C:13]3[CH:18]=[CH:17][C:16](=[O:19])[N:15]([C:20]4[CH:25]=[CH:24][CH:23]=[CH:22][C:21]=4[CH3:26])[N:14]=3)=[C:11]([N:27]([CH2:37][CH2:38][CH2:39]O)[CH2:28][CH2:29][C:30]([O:32][C:33]([CH3:36])([CH3:35])[CH3:34])=[O:31])[NH:10][N:9]=2)=[CH:4][CH:3]=1.C1(P(C2C=CC=CC=2)C2C=CC=CC=2)C=CC=CC=1.N(C(OCC)=O)=NC(OCC)=O, predict the reaction product. The product is: [F:1][C:2]1[CH:7]=[CH:6][C:5]([C:8]2[C:12]([C:13]3[CH:18]=[CH:17][C:16](=[O:19])[N:15]([C:20]4[CH:25]=[CH:24][CH:23]=[CH:22][C:21]=4[CH3:26])[N:14]=3)=[C:11]3[N:27]([CH2:28][CH2:29][C:30]([O:32][C:33]([CH3:35])([CH3:34])[CH3:36])=[O:31])[CH2:37][CH2:38][CH2:39][N:10]3[N:9]=2)=[CH:4][CH:3]=1. (8) Given the reactants [Cl:1][C:2]1[C:3]([N:13]2[CH2:18][CH2:17][N:16]([C:19]([O:21][C:22]([CH3:25])([CH3:24])[CH3:23])=[O:20])[CH2:15][CH2:14]2)=[N:4][CH:5]=[C:6]([C:8]2[N:9]=[N:10][NH:11][N:12]=2)[CH:7]=1.C([O-])([O-])=O.[K+].[K+].[CH2:32](I)[CH3:33], predict the reaction product. The product is: [Cl:1][C:2]1[C:3]([N:13]2[CH2:18][CH2:17][N:16]([C:19]([O:21][C:22]([CH3:25])([CH3:24])[CH3:23])=[O:20])[CH2:15][CH2:14]2)=[N:4][CH:5]=[C:6]([C:8]2[N:9]=[N:10][N:11]([CH2:32][CH3:33])[N:12]=2)[CH:7]=1. (9) Given the reactants [OH:1][C:2]1[CH:3]=[C:4]([CH:8]=[C:9]([O:13][CH3:14])[C:10]=1[O:11][CH3:12])[C:5]([OH:7])=[O:6].Cl.[CH3:16]O, predict the reaction product. The product is: [CH3:16][O:6][C:5](=[O:7])[C:4]1[CH:8]=[C:9]([O:13][CH3:14])[C:10]([O:11][CH3:12])=[C:2]([OH:1])[CH:3]=1. (10) Given the reactants [Cl:1][C:2]1[N:3]=[C:4]2[NH:12][C:11]([CH3:14])([CH3:13])[CH2:10][CH2:9][N:5]2[C:6](=[O:8])[CH:7]=1.C(=O)([O-])[O-].[Cs+].[Cs+].CS(O[CH2:26][CH2:27][O:28][CH:29]([CH3:31])[CH3:30])(=O)=O.O, predict the reaction product. The product is: [Cl:1][C:2]1[N:3]=[C:4]2[N:12]([CH2:26][CH2:27][O:28][CH:29]([CH3:31])[CH3:30])[C:11]([CH3:14])([CH3:13])[CH2:10][CH2:9][N:5]2[C:6](=[O:8])[CH:7]=1.